From a dataset of Full USPTO retrosynthesis dataset with 1.9M reactions from patents (1976-2016). Predict the reactants needed to synthesize the given product. (1) Given the product [Cl:40][C:35]1[CH:36]=[C:31]([Cl:30])[CH:32]=[CH:33][C:29]=1[CH2:27][CH2:28][O:1][C:2]1[CH:7]=[CH:6][C:5]([S:8][C:9]([CH3:15])([CH3:14])[C:10]([O:12][CH3:13])=[O:11])=[CH:4][CH:3]=1, predict the reactants needed to synthesize it. The reactants are: [OH:1][C:2]1[CH:7]=[CH:6][C:5]([S:8][C:9]([CH3:15])([CH3:14])[C:10]([O:12][CH3:13])=[O:11])=[CH:4][CH:3]=1.CC(OC(/N=N/C(O[CH:27]([CH3:29])[CH3:28])=O)=O)C.[Cl:30][C:31]1[CH2:36][C:35]([Cl:40])(OCC)C=[CH:33][C:32]=1O.C1(P(C2C=CC=CC=2)C2C=CC=CC=2)C=CC=CC=1. (2) Given the product [C:17]([O:16][C:14](=[O:15])[NH:13][C:12]1[C:5]([CH3:4])=[N:6][N:7]2[CH:11]=[CH:10][S:9][C:8]=12)([CH3:20])([CH3:19])[CH3:18], predict the reactants needed to synthesize it. The reactants are: ClCCl.[CH3:4][C:5]1[C:12]([NH2:13])=[C:8]2[S:9][CH:10]=[CH:11][N:7]2[N:6]=1.[C:14](O[C:14]([O:16][C:17]([CH3:20])([CH3:19])[CH3:18])=[O:15])([O:16][C:17]([CH3:20])([CH3:19])[CH3:18])=[O:15].CN. (3) Given the product [CH3:19][C:16]1[CH:17]=[CH:18][C:13]([N:9]2[CH2:8][CH2:7][C:6]3[N:1]=[CH:2][NH:3][C:4](=[O:11])[C:5]=3[CH2:10]2)=[N:14][CH:15]=1, predict the reactants needed to synthesize it. The reactants are: [N:1]1[C:6]2[CH2:7][CH2:8][NH:9][CH2:10][C:5]=2[C:4](=[O:11])[NH:3][CH:2]=1.Cl[C:13]1[CH:18]=[CH:17][C:16]([CH3:19])=[CH:15][N:14]=1.O1CCOCC1.CN(C)C(=O)C. (4) Given the product [Br:5][C:6]1[CH:7]=[C:8]([CH:12]=[CH:13][C:14]=1[F:15])[C:9]([NH:32][C:31]1[CH:33]=[CH:34][C:28]([O:27][C:26]([F:25])([F:35])[F:36])=[CH:29][CH:30]=1)=[O:11], predict the reactants needed to synthesize it. The reactants are: O=S(Cl)Cl.[Br:5][C:6]1[CH:7]=[C:8]([CH:12]=[CH:13][C:14]=1[F:15])[C:9]([OH:11])=O.CCN(C(C)C)C(C)C.[F:25][C:26]([F:36])([F:35])[O:27][C:28]1[CH:34]=[CH:33][C:31]([NH2:32])=[CH:30][CH:29]=1.Cl. (5) Given the product [NH2:19][C:16]1[CH:17]=[CH:18][C:10]([C:2]2[S:1][C:5]3[CH:6]=[CH:7][CH:8]=[CH:9][C:4]=3[CH:3]=2)=[C:11]([CH:15]=1)[C:12]([NH2:14])=[O:13], predict the reactants needed to synthesize it. The reactants are: [S:1]1[C:5]2[CH:6]=[CH:7][CH:8]=[CH:9][C:4]=2[CH:3]=[C:2]1[C:10]1[CH:18]=[CH:17][C:16]([N+:19]([O-])=O)=[CH:15][C:11]=1[C:12]([NH2:14])=[O:13].